Dataset: Full USPTO retrosynthesis dataset with 1.9M reactions from patents (1976-2016). Task: Predict the reactants needed to synthesize the given product. (1) Given the product [Cl-:15].[CH:1]1([CH:4]([CH:12]2[CH2:14][CH2:13]2)[NH3+:5])[CH2:3][CH2:2]1, predict the reactants needed to synthesize it. The reactants are: [CH:1]1([CH:4]([CH:12]2[CH2:14][CH2:13]2)[NH:5]S(C(C)(C)C)=O)[CH2:3][CH2:2]1.[ClH:15].O1CCOCC1. (2) Given the product [OH:36][CH:29]1[C:28]2[C:33](=[CH:34][CH:35]=[C:26]([O:25][CH:22]([CH3:24])[CH3:23])[CH:27]=2)[CH2:32][N:31]([C:4]2[N:3]=[C:2]([CH3:1])[N:7]([CH2:8][C:9]3[S:10][C:11]([C:14]([F:17])([F:16])[F:15])=[CH:12][CH:13]=3)[C:6](=[O:18])[N:5]=2)[CH2:30]1, predict the reactants needed to synthesize it. The reactants are: [CH3:1][C:2]1[N:7]([CH2:8][C:9]2[S:10][C:11]([C:14]([F:17])([F:16])[F:15])=[CH:12][CH:13]=2)[C:6](=[O:18])[N:5]=[C:4](SC)[N:3]=1.Cl.[CH:22]([O:25][C:26]1[CH:27]=[C:28]2[C:33](=[CH:34][CH:35]=1)[CH2:32][NH:31][CH2:30][CH:29]2[OH:36])([CH3:24])[CH3:23].N12CCCN=C1CCCCC2.[I-].[Na+]. (3) Given the product [CH2:1]([O:8][C:9](=[O:10])[NH:11][CH:12]([C:16]1[CH:21]=[CH:20][C:19]([O:22][CH2:23][CH2:24][O:25][CH:26]2[CH2:31][CH2:30][CH2:29][CH2:28][O:27]2)=[CH:18][CH:17]=1)[C:13](=[O:14])[N:50]1[CH2:51][CH2:52][C@@H:48]([O:47][CH2:46][CH2:45][O:44][CH2:43][CH2:42][O:41][CH2:40][CH2:39][O:38][CH:33]2[CH2:34][CH2:35][CH2:36][CH2:37][O:32]2)[CH2:49]1)[C:2]1[CH:3]=[CH:4][CH:5]=[CH:6][CH:7]=1, predict the reactants needed to synthesize it. The reactants are: [CH2:1]([O:8][C:9]([NH:11][C@@H:12]([C:16]1[CH:21]=[CH:20][C:19]([O:22][CH2:23][CH2:24][O:25][CH:26]2[CH2:31][CH2:30][CH2:29][CH2:28][O:27]2)=[CH:18][CH:17]=1)[C:13](O)=[O:14])=[O:10])[C:2]1[CH:7]=[CH:6][CH:5]=[CH:4][CH:3]=1.[O:32]1[CH2:37][CH2:36][CH2:35][CH2:34][CH:33]1[O:38][CH2:39][CH2:40][O:41][CH2:42][CH2:43][O:44][CH2:45][CH2:46][O:47][C@H:48]1[CH2:52][CH2:51][NH:50][CH2:49]1.C(N(CC)C(C)C)(C)C.F[B-](F)(F)F.N1(OC(N(C)C)=[N+](C)C)C2C=CC=CC=2N=N1. (4) Given the product [F:25][C:2]([F:1])([C:21]([F:23])([F:24])[F:22])[C:3]([NH:5][CH2:6][CH2:7][CH2:8][CH2:9][N:10]1[CH2:11][C:12]2[N:17]3[C:18](=[CH:19][N:20]=[C:16]3[CH:15]=[CH:14][CH:13]=2)[CH2:26]1)=[O:4], predict the reactants needed to synthesize it. The reactants are: [F:1][C:2]([F:25])([C:21]([F:24])([F:23])[F:22])[C:3]([NH:5][CH2:6][CH2:7][CH2:8][CH2:9][NH:10][CH2:11][C:12]1[N:17]2[CH:18]=[CH:19][N:20]=[C:16]2[CH:15]=[CH:14][CH:13]=1)=[O:4].[CH2:26]=O.